From a dataset of NCI-60 drug combinations with 297,098 pairs across 59 cell lines. Regression. Given two drug SMILES strings and cell line genomic features, predict the synergy score measuring deviation from expected non-interaction effect. (1) Drug 1: CCC1=CC2CC(C3=C(CN(C2)C1)C4=CC=CC=C4N3)(C5=C(C=C6C(=C5)C78CCN9C7C(C=CC9)(C(C(C8N6C)(C(=O)OC)O)OC(=O)C)CC)OC)C(=O)OC.C(C(C(=O)O)O)(C(=O)O)O. Drug 2: C(CCl)NC(=O)N(CCCl)N=O. Cell line: T-47D. Synergy scores: CSS=28.7, Synergy_ZIP=-4.79, Synergy_Bliss=2.32, Synergy_Loewe=-20.5, Synergy_HSA=0.383. (2) Drug 1: C1CCN(CC1)CCOC2=CC=C(C=C2)C(=O)C3=C(SC4=C3C=CC(=C4)O)C5=CC=C(C=C5)O. Cell line: UO-31. Drug 2: CC1C(C(CC(O1)OC2CC(CC3=C2C(=C4C(=C3O)C(=O)C5=C(C4=O)C(=CC=C5)OC)O)(C(=O)C)O)N)O.Cl. Synergy scores: CSS=21.2, Synergy_ZIP=-6.17, Synergy_Bliss=-1.39, Synergy_Loewe=-8.47, Synergy_HSA=0.692. (3) Drug 1: CC=C1C(=O)NC(C(=O)OC2CC(=O)NC(C(=O)NC(CSSCCC=C2)C(=O)N1)C(C)C)C(C)C. Drug 2: COCCOC1=C(C=C2C(=C1)C(=NC=N2)NC3=CC=CC(=C3)C#C)OCCOC.Cl. Cell line: OVCAR3. Synergy scores: CSS=26.9, Synergy_ZIP=2.21, Synergy_Bliss=12.0, Synergy_Loewe=-39.6, Synergy_HSA=0.544. (4) Drug 1: CC1=C(C=C(C=C1)NC2=NC=CC(=N2)N(C)C3=CC4=NN(C(=C4C=C3)C)C)S(=O)(=O)N.Cl. Drug 2: C1=NC2=C(N=C(N=C2N1C3C(C(C(O3)CO)O)O)F)N. Cell line: MOLT-4. Synergy scores: CSS=18.6, Synergy_ZIP=-2.64, Synergy_Bliss=-5.11, Synergy_Loewe=-4.97, Synergy_HSA=-4.20. (5) Drug 1: C1C(C(OC1N2C=NC3=C(N=C(N=C32)Cl)N)CO)O. Drug 2: CC=C1C(=O)NC(C(=O)OC2CC(=O)NC(C(=O)NC(CSSCCC=C2)C(=O)N1)C(C)C)C(C)C. Cell line: EKVX. Synergy scores: CSS=13.4, Synergy_ZIP=-3.89, Synergy_Bliss=-3.00, Synergy_Loewe=-0.501, Synergy_HSA=-0.862. (6) Drug 1: CC1C(C(CC(O1)OC2CC(CC3=C2C(=C4C(=C3O)C(=O)C5=C(C4=O)C(=CC=C5)OC)O)(C(=O)C)O)N)O.Cl. Drug 2: COC1=NC(=NC2=C1N=CN2C3C(C(C(O3)CO)O)O)N. Cell line: HT29. Synergy scores: CSS=7.57, Synergy_ZIP=1.62, Synergy_Bliss=4.24, Synergy_Loewe=-14.8, Synergy_HSA=1.44. (7) Drug 1: CC1=C2C(C(=O)C3(C(CC4C(C3C(C(C2(C)C)(CC1OC(=O)C(C(C5=CC=CC=C5)NC(=O)OC(C)(C)C)O)O)OC(=O)C6=CC=CC=C6)(CO4)OC(=O)C)OC)C)OC. Drug 2: COCCOC1=C(C=C2C(=C1)C(=NC=N2)NC3=CC=CC(=C3)C#C)OCCOC.Cl. Cell line: KM12. Synergy scores: CSS=46.7, Synergy_ZIP=4.75, Synergy_Bliss=4.58, Synergy_Loewe=-33.6, Synergy_HSA=4.08. (8) Drug 1: C1C(C(OC1N2C=C(C(=O)NC2=O)F)CO)O. Drug 2: C1=CC=C(C=C1)NC(=O)CCCCCCC(=O)NO. Cell line: OVCAR-5. Synergy scores: CSS=23.4, Synergy_ZIP=-7.17, Synergy_Bliss=-3.24, Synergy_Loewe=-2.30, Synergy_HSA=-1.85. (9) Drug 1: C1=NC(=NC(=O)N1C2C(C(C(O2)CO)O)O)N. Drug 2: CNC(=O)C1=NC=CC(=C1)OC2=CC=C(C=C2)NC(=O)NC3=CC(=C(C=C3)Cl)C(F)(F)F. Cell line: SNB-75. Synergy scores: CSS=4.20, Synergy_ZIP=-2.29, Synergy_Bliss=-0.849, Synergy_Loewe=-11.1, Synergy_HSA=-2.93. (10) Drug 1: CC1=C(C(=O)C2=C(C1=O)N3CC4C(C3(C2COC(=O)N)OC)N4)N. Drug 2: C(CN)CNCCSP(=O)(O)O. Cell line: SNB-75. Synergy scores: CSS=39.0, Synergy_ZIP=-0.848, Synergy_Bliss=-0.0825, Synergy_Loewe=-54.2, Synergy_HSA=0.884.